From a dataset of Catalyst prediction with 721,799 reactions and 888 catalyst types from USPTO. Predict which catalyst facilitates the given reaction. (1) Reactant: [CH2:1]([O:8][C:9]([N:11]1[CH2:17][CH2:16][CH2:15][CH2:14][C:13]2[CH:18]=[C:19]([N:22]3[CH2:26][CH:25]([CH2:27][OH:28])[O:24][C:23]3=[O:29])[CH:20]=[CH:21][C:12]1=2)=[O:10])[C:2]1[CH:7]=[CH:6][CH:5]=[CH:4][CH:3]=1.C(N(C(C)C)CC)(C)C.[S:39](Cl)([CH3:42])(=[O:41])=[O:40]. Product: [CH2:1]([O:8][C:9]([N:11]1[CH2:17][CH2:16][CH2:15][CH2:14][C:13]2[CH:18]=[C:19]([N:22]3[CH2:26][CH:25]([CH2:27][O:28][S:39]([CH3:42])(=[O:41])=[O:40])[O:24][C:23]3=[O:29])[CH:20]=[CH:21][C:12]1=2)=[O:10])[C:2]1[CH:7]=[CH:6][CH:5]=[CH:4][CH:3]=1. The catalyst class is: 124. (2) Product: [OH:18][CH2:17][CH2:16][NH:23][CH2:22][C:20]([NH:1][C:2]1[CH:3]=[N:4][CH:5]=[CH:6][CH:7]=1)=[O:21]. The catalyst class is: 1. Reactant: [NH2:1][C:2]1[CH:3]=[N:4][CH:5]=[CH:6][CH:7]=1.C(N(CC)CC)C.Cl[CH2:16][C:17](Cl)=[O:18].[CH2:20]([CH2:22][NH2:23])[OH:21]. (3) Reactant: ClC1C=CC([C@@H]2[C@@H]([C@@H](OC3C=CC(Cl)=C(Cl)C=3)C)CCN([C:25]([CH:27]3[CH2:32][CH2:31][N:30]([C:33]4[CH:38]=[CH:37][C:36]([C:39]#[N:40])=[CH:35][N:34]=4)[CH2:29][CH2:28]3)=[O:26])C2)=CC=1.N1C[CH2:45][CH2:44][CH2:43][CH2:42]1.[CH2:47]([N:54]1[CH2:59]C[C@H]([C@H]([OH:62])C)[C@@H:56]([C:63]2[CH:68]=[CH:67][C:66]([Cl:69])=[CH:65][CH:64]=2)[CH2:55]1)[C:48]1[CH:53]=[CH:52]C=CC=1.[F:70][C:71]1[CH:72]=[C:73]([OH:78])[CH:74]=[CH:75][C:76]=1[F:77].ClC([O:82]C(Cl)=O)C.CCN(C(C)C)C(C)C. The catalyst class is: 5. Product: [C:39]([C:36]1[CH:37]=[CH:38][C:33]([N:30]2[CH2:31][CH2:32][CH:27]([C:25]([OH:26])=[O:62])[CH2:28][CH2:29]2)=[N:34][CH:35]=1)#[N:40].[Cl:69][C:66]1[CH:67]=[CH:68][C:63]([C@@H:56]2[C@@H:43]([C@@H:44]([O:78][C:73]3[CH:74]=[CH:75][C:76]([F:77])=[C:71]([F:70])[CH:72]=3)[CH3:45])[CH2:42][CH2:59][N:54]([C:47]([CH:48]3[CH2:53][CH2:52][N:30]([C:33]4[CH:38]=[CH:37][C:36]([C:39]#[N:40])=[CH:35][N:34]=4)[CH2:31][CH2:32]3)=[O:82])[CH2:55]2)=[CH:64][CH:65]=1. (4) Reactant: C(N(CC)CC)C.[C:8]([C:12]1[CH:16]=[C:15]([NH:17][C:18](=[O:26])OC2C=CC=CC=2)[N:14]([C:27]2[CH:32]=[CH:31][C:30]([O:33][CH3:34])=[CH:29][CH:28]=2)[N:13]=1)([CH3:11])([CH3:10])[CH3:9].[NH2:35][C:36]1[C:45]2[C:40](=[CH:41][CH:42]=[CH:43][CH:44]=2)[C:39]([O:46][C:47]2[CH:52]=[CH:51][N:50]=[C:49]([NH:53][C:54]3[CH:59]=[C:58]([O:60][CH2:61][CH2:62][O:63][CH2:64][CH2:65][O:66][CH2:67][CH2:68][O:69][CH3:70])[CH:57]=[C:56]([O:71][CH3:72])[CH:55]=3)[N:48]=2)=[CH:38][CH:37]=1. Product: [C:8]([C:12]1[CH:16]=[C:15]([NH:17][C:18]([NH:35][C:36]2[C:45]3[C:40](=[CH:41][CH:42]=[CH:43][CH:44]=3)[C:39]([O:46][C:47]3[CH:52]=[CH:51][N:50]=[C:49]([NH:53][C:54]4[CH:59]=[C:58]([O:60][CH2:61][CH2:62][O:63][CH2:64][CH2:65][O:66][CH2:67][CH2:68][O:69][CH3:70])[CH:57]=[C:56]([O:71][CH3:72])[CH:55]=4)[N:48]=3)=[CH:38][CH:37]=2)=[O:26])[N:14]([C:27]2[CH:32]=[CH:31][C:30]([O:33][CH3:34])=[CH:29][CH:28]=2)[N:13]=1)([CH3:11])([CH3:10])[CH3:9]. The catalyst class is: 480. (5) Reactant: [NH2:1][C:2]1[CH:10]=[CH:9][CH:8]=[C:7]([Br:11])[C:3]=1[C:4](O)=[O:5].Cl.CN.[CH2:15]([N:17](CC)CC)C.Cl.CN(C)CCCN=C=NCC.ON1C2C=CC=CC=2N=N1. Product: [NH2:1][C:2]1[CH:10]=[CH:9][CH:8]=[C:7]([Br:11])[C:3]=1[C:4]([NH:17][CH3:15])=[O:5]. The catalyst class is: 39. (6) Reactant: [CH3:1][O:2][C:3]([C:5]1[C:6]2[C:11]([CH:12]3[CH:17]([C:18]=1[C:19]1[CH:24]=[CH:23][C:22]([O:25][CH3:26])=[CH:21][CH:20]=1)[CH2:16][CH2:15][CH2:14][CH2:13]3)=[CH:10][C:9]([O:27][CH3:28])=[CH:8][CH:7]=2)=[O:4].C(O)(=O)C.CO.[H][H]. Product: [CH3:1][O:2][C:3]([CH:5]1[CH:18]([C:19]2[CH:24]=[CH:23][C:22]([O:25][CH3:26])=[CH:21][CH:20]=2)[CH:17]2[CH:12]([CH2:13][CH2:14][CH2:15][CH2:16]2)[C:11]2[C:6]1=[CH:7][CH:8]=[C:9]([O:27][CH3:28])[CH:10]=2)=[O:4]. The catalyst class is: 153. (7) Reactant: C(OC(=O)[NH:7][C:8]1[CH:13]=[CH:12][N:11]([CH2:14][CH2:15][CH:16]([F:38])[CH2:17][N:18]2[CH:22]=[C:21]([C:23](=[O:37])[NH:24][CH2:25][C:26]3[CH:31]=[CH:30][CH:29]=[C:28]([O:32][C:33]([F:36])([F:35])[F:34])[CH:27]=3)[N:20]=[N:19]2)[C:10](=[O:39])[C:9]=1[F:40])(C)(C)C.FC(F)(F)C(O)=O. Product: [NH2:7][C:8]1[CH:13]=[CH:12][N:11]([CH2:14][CH2:15][CH:16]([F:38])[CH2:17][N:18]2[CH:22]=[C:21]([C:23]([NH:24][CH2:25][C:26]3[CH:31]=[CH:30][CH:29]=[C:28]([O:32][C:33]([F:34])([F:35])[F:36])[CH:27]=3)=[O:37])[N:20]=[N:19]2)[C:10](=[O:39])[C:9]=1[F:40]. The catalyst class is: 2. (8) Reactant: [H-].[Na+].[OH:3][C@H:4]1[C@H:9]([C:10]2[CH:15]=[CH:14][C:13]([CH2:16][O:17][CH2:18][CH2:19][O:20][CH3:21])=[CH:12][CH:11]=2)[C@@H:8]([O:22][CH2:23][C:24]2[CH:25]=[CH:26][C:27]3[O:32][CH2:31][CH2:30][N:29]([CH2:33][CH2:34][CH2:35][O:36][CH3:37])[C:28]=3[CH:38]=2)[CH2:7][N:6](C(OCC2C=CC=CC=2)=O)[CH2:5]1.C1(C)C=CC(S(O[CH2:59][C@H:60]2[CH2:62][O:61]2)(=O)=O)=CC=1.C(=O)(O)[O-].[Na+]. Product: [CH3:21][O:20][CH2:19][CH2:18][O:17][CH2:16][C:13]1[CH:12]=[CH:11][C:10]([C@@H:9]2[C@@H:8]([O:22][CH2:23][C:24]3[CH:25]=[CH:26][C:27]4[O:32][CH2:31][CH2:30][N:29]([CH2:33][CH2:34][CH2:35][O:36][CH3:37])[C:28]=4[CH:38]=3)[CH2:7][NH:6][CH2:5][C@H:4]2[O:3][CH2:59][C@H:60]([OH:61])[CH3:62])=[CH:15][CH:14]=1. The catalyst class is: 7. (9) Reactant: [S:1]([O:8]S(C(F)(F)F)(=O)=O)([C:4]([F:7])([F:6])[F:5])(=[O:3])=[O:2].[N+:16]([C:19]1[CH:24]=[C:23]([C:25]([CH3:28])([CH3:27])[CH3:26])[CH:22]=[CH:21][C:20]=1O)([O-:18])=[O:17].N1C=CC=CC=1.C([O-])(O)=O.[Na+]. Product: [C:25]([C:23]1[CH:22]=[CH:21][C:20]([O:8][S:1]([C:4]([F:7])([F:6])[F:5])(=[O:3])=[O:2])=[C:19]([N+:16]([O-:18])=[O:17])[CH:24]=1)([CH3:28])([CH3:26])[CH3:27]. The catalyst class is: 2.